Dataset: Catalyst prediction with 721,799 reactions and 888 catalyst types from USPTO. Task: Predict which catalyst facilitates the given reaction. Reactant: [CH3:1][O:2][CH2:3][CH:4]([N:8]1[C:17]2[C:12](=[CH:13][C:14]([C:18]3[CH:19]=[N:20][C:21]([NH:33][C:34]([NH:36][CH2:37][CH3:38])=[O:35])=[CH:22][C:23]=3[C:24]3[S:25][CH:26]=[C:27]([C:29]([F:32])([F:31])[F:30])[N:28]=3)=[CH:15][CH:16]=2)[C:11](=[O:39])[C:10]([C:40]([OH:42])=[O:41])=[CH:9]1)[CH2:5][O:6][CH3:7].[P:43]([O:55][CH2:56][CH2:57]O)([O:50][C:51]([CH3:54])([CH3:53])[CH3:52])([O:45][C:46]([CH3:49])([CH3:48])[CH3:47])=[O:44].C(N(CC)CC)C.C(P(=O)(OCC)OCC)#N. Product: [CH3:7][O:6][CH2:5][CH:4]([N:8]1[C:17]2[C:12](=[CH:13][C:14]([C:18]3[CH:19]=[N:20][C:21]([NH:33][C:34]([NH:36][CH2:37][CH3:38])=[O:35])=[CH:22][C:23]=3[C:24]3[S:25][CH:26]=[C:27]([C:29]([F:30])([F:31])[F:32])[N:28]=3)=[CH:15][CH:16]=2)[C:11](=[O:39])[C:10]([C:40]([O:42][CH2:57][CH2:56][O:55][P:43]([O:50][C:51]([CH3:52])([CH3:54])[CH3:53])([O:45][C:46]([CH3:48])([CH3:47])[CH3:49])=[O:44])=[O:41])=[CH:9]1)[CH2:3][O:2][CH3:1]. The catalyst class is: 255.